Dataset: Full USPTO retrosynthesis dataset with 1.9M reactions from patents (1976-2016). Task: Predict the reactants needed to synthesize the given product. (1) Given the product [Cl:5][C:6]1[C:14]2[N:13]=[C:12]3[N:15]([C:19]4[CH:20]=[N:21][C:22]([N:26]([CH3:27])[CH3:28])=[CH:23][C:24]=4[CH3:25])[CH2:16][CH2:17][CH2:18][N:11]3[C:10]=2[C:9]([CH:29]([OH:30])[CH2:1][CH3:2])=[CH:8][CH:7]=1, predict the reactants needed to synthesize it. The reactants are: [CH2:1]([Mg]Br)[CH3:2].[Cl:5][C:6]1[CH:7]=[CH:8][C:9]([CH:29]=[O:30])=[C:10]2[C:14]=1[N:13]=[C:12]1[N:15]([C:19]3[CH:20]=[N:21][C:22]([N:26]([CH3:28])[CH3:27])=[CH:23][C:24]=3[CH3:25])[CH2:16][CH2:17][CH2:18][N:11]21. (2) The reactants are: [CH2:1]([O:3][C:4]([C:6]1[O:10][C:9]([C:11]2[O:15][C:14]3[CH:16]=[CH:17][CH:18]=[C:19]([O:20]C)[C:13]=3[CH:12]=2)=[N:8][N:7]=1)=[O:5])[CH3:2].B(Br)(Br)Br. Given the product [CH2:1]([O:3][C:4]([C:6]1[O:10][C:9]([C:11]2[O:15][C:14]3[CH:16]=[CH:17][CH:18]=[C:19]([OH:20])[C:13]=3[CH:12]=2)=[N:8][N:7]=1)=[O:5])[CH3:2], predict the reactants needed to synthesize it. (3) Given the product [CH3:19][O:18][C:17]1[CH:16]=[CH:15][C:4]([CH2:5][N:6]([CH3:14])[C:7](=[O:13])[O:8][C:9]([CH3:12])([CH3:11])[CH3:10])=[CH:3][C:2]=1[NH:1][S:27]([CH3:26])(=[O:29])=[O:28], predict the reactants needed to synthesize it. The reactants are: [NH2:1][C:2]1[CH:3]=[C:4]([CH:15]=[CH:16][C:17]=1[O:18][CH3:19])[CH2:5][N:6]([CH3:14])[C:7](=[O:13])[O:8][C:9]([CH3:12])([CH3:11])[CH3:10].N1C=CC=CC=1.[CH3:26][S:27](Cl)(=[O:29])=[O:28]. (4) Given the product [C:1]1([CH2:7][O:8][C@@H:9]2[C@@H:13]([CH2:14][O:15][CH2:16][C:17]3[CH:18]=[CH:19][CH:20]=[CH:21][CH:22]=3)[C:12]([O:23][S:45]([C:48]([F:51])([F:50])[F:49])(=[O:47])=[O:46])=[CH:11][CH2:10]2)[CH:2]=[CH:3][CH:4]=[CH:5][CH:6]=1, predict the reactants needed to synthesize it. The reactants are: [C:1]1([CH2:7][O:8][C@@H:9]2[C@@H:13]([CH2:14][O:15][CH2:16][C:17]3[CH:22]=[CH:21][CH:20]=[CH:19][CH:18]=3)[C:12](=[O:23])[CH:11]=[CH:10]2)[CH:6]=[CH:5][CH:4]=[CH:3][CH:2]=1.C([BH-](C(CC)C)C(CC)C)(CC)C.[Li+].C1C=CC(N([S:45]([C:48]([F:51])([F:50])[F:49])(=[O:47])=[O:46])[S:45]([C:48]([F:51])([F:50])[F:49])(=[O:47])=[O:46])=CC=1.[NH4+].[Cl-]. (5) Given the product [CH2:1]([O:3][C:4]([N:6]1[CH2:11][CH2:10][CH:9]([NH:12][C:13]2[C:18]([NH2:19])=[CH:17][CH:16]=[C:15]([N:22]([CH3:23])[CH3:24])[N:14]=2)[CH2:8][CH2:7]1)=[O:5])[CH3:2], predict the reactants needed to synthesize it. The reactants are: [CH2:1]([O:3][C:4]([N:6]1[CH2:11][CH2:10][CH:9]([NH:12][C:13]2[C:18]([N+:19]([O-])=O)=[CH:17][CH:16]=[C:15]([N:22]([CH3:24])[CH3:23])[N:14]=2)[CH2:8][CH2:7]1)=[O:5])[CH3:2].